This data is from Experimentally validated miRNA-target interactions with 360,000+ pairs, plus equal number of negative samples. The task is: Binary Classification. Given a miRNA mature sequence and a target amino acid sequence, predict their likelihood of interaction. (1) The miRNA is hsa-miR-1255b-2-3p with sequence AACCACUUUCUUUGCUCAUCCA. The protein sequence of the target gene is MSGGGVIRGPAGNNDCRIYVGNLPPDIRTKDIEDVFYKYGAIRDIDLKNRRGGPPFAFVEFEDPRDAEDAVYGRDGYDYDGYRLRVEFPRSGRGTGRGGGGGGGGGAPRGRYGPPSRRSENRVVVSGLPPSGSWQDLKDHMREAGDVCYADVYRDGTGVVEFVRKEDMTYAVRKLDNTKFRSHEGETAYIRVKVDGPRSPSYGRSRSRSRSRSRSRSRSNSRSRSYSPRRSRGSPRYSPRHSRSRSRT. Result: 1 (interaction). (2) The miRNA is hsa-miR-218-5p with sequence UUGUGCUUGAUCUAACCAUGU. The protein sequence of the target gene is MAANCTSSWSLGESCNRPGLELPRSMASSETQLGNHDVDPEISHVNFRMFSCPKESDPIQALRKLTELCHLWLRPDLHTKEQILDMLVMEQFMISMPQELQVLVMMNGVQSCKDLEDLLRNNRRPKKWSVVTFHGKEYIVQDSDIEMAEAPSSVRDDLKDVSSQRASSVNQMRPGEGQAHRELQILPRVPALSRRQGEDFLLHKSIDVTGDPKSLRPKQTLEKDLKENREENPGLTSPEPQLPKSPTDLVRAKEGKDPPKIASVENVDADTPSACVVEREASTHSGNRGDALNLSSPKRS.... Result: 1 (interaction). (3) The miRNA is hsa-miR-4758-3p with sequence UGCCCCACCUGCUGACCACCCUC. The protein sequence of the target gene is MERPPPRAAGRDPSALRAEAPWLRAEGPGPRAAPVTVPTPPQGSSVGGGFAGLEFARPQESEPRASDLGAPRTWTGAAAGPRTPSAHIPVPAQRATPGKARLDEVMAAAALTSLSTSPLLLGAPVAAFSPEPGLEPWKEALVRPPGSYSSSSNSGDWGWDLASDQSSPSTPSPPLPPEAAHFLFGEPTLRKRKSPAQVMFQCLWKSCGKVLSTASAMQRHIRLVHLGRQAEPEQSDGEEDFYYTELDVGVDTLTDGLSSLTPVSPTASMPPAFPRLELPELLEPPALPSPLRPPAPPLPP.... Result: 0 (no interaction). (4) The miRNA is mmu-miR-1912-3p with sequence CACAGAACAUGCAGUGAGAACU. The protein sequence of the target gene is MNAVGSPEGQELQKLGSGAWDNPAYSGPPSPHGTLRVCTISSTGPLQPQPKKPEDEPQETAYRTQVSSCCLHICQGIRGLWGTTLTENTAENRELYIKTTLRELLVYIVFLVDICLLTYGMTSSSAYYYTKVMSELFLHTPSDTGVSFQAISSMADFWDFAQGPLLDSLYWTKWYNNQSLGHGSHSFIYYENMLLGVPRLRQLKVRNDSCVVHEDFREDILSCYDVYSPDKEEQLPFGPFNGTAWTYHSQDELGGFSHWGRLTSYSGGGYYLDLPGSRQGSAEALRALQEGLWLDRGTRV.... Result: 0 (no interaction).